From a dataset of Forward reaction prediction with 1.9M reactions from USPTO patents (1976-2016). Predict the product of the given reaction. (1) The product is: [F:13][C:14]1[CH:20]=[CH:19][CH:18]=[C:17]([F:21])[C:15]=1[N:16]=[C:10]([C:6]1[CH:7]=[CH:8][CH:9]=[C:4]([C:1](=[O:3])[CH3:2])[N:5]=1)[CH3:11]. Given the reactants [C:1]([C:4]1[CH:9]=[CH:8][CH:7]=[C:6]([C:10](=O)[CH3:11])[N:5]=1)(=[O:3])[CH3:2].[F:13][C:14]1[CH:20]=[CH:19][CH:18]=[C:17]([F:21])[C:15]=1[NH2:16], predict the reaction product. (2) The product is: [F:1][C:2]1[CH:3]=[CH:4][C:5]([C:8]2[N:9]=[CH:10][N:11]([CH:13]3[CH2:14][N:45]([C:47]([O:49][C:50]([CH3:53])([CH3:52])[CH3:51])=[O:48])[CH2:18]3)[CH:12]=2)=[CH:6][CH:7]=1. Given the reactants [F:1][C:2]1[CH:7]=[CH:6][C:5]([C:8]2[N:9]=[CH:10][N:11]([CH:13]3[CH2:18]CN(C(OC(C)(C)C)=O)C[CH2:14]3)[CH:12]=2)=[CH:4][CH:3]=1.FC1C=CC(C2N=CNC=2)=CC=1.CS(OC1C[N:45]([C:47]([O:49][C:50]([CH3:53])([CH3:52])[CH3:51])=[O:48])C1)(=O)=O, predict the reaction product. (3) Given the reactants [CH3:1][O:2][CH:3](O)[CH3:4].[H-].[Na+].Br[C:9]1[C:14]([C:15]2[CH:20]=[CH:19][C:18]([Cl:21])=[CH:17][CH:16]=2)=[N:13][C:12]([Br:22])=[CH:11][N:10]=1.CS(C)=[O:25], predict the reaction product. The product is: [Br:22][C:12]1[N:13]=[C:14]([C:15]2[CH:20]=[CH:19][C:18]([Cl:21])=[CH:17][CH:16]=2)[C:9]([O:25][CH2:4][CH2:3][O:2][CH3:1])=[N:10][CH:11]=1.